This data is from Catalyst prediction with 721,799 reactions and 888 catalyst types from USPTO. The task is: Predict which catalyst facilitates the given reaction. Reactant: [F:1][C:2]([F:30])([F:29])[C:3]1[CH:4]=[C:5]([S:9]([CH:12]([C@H:14]2[CH2:17][C@H:16]([N:18]3C(=O)C4C(=CC=CC=4)C3=O)[CH2:15]2)[CH3:13])(=[O:11])=[O:10])[CH:6]=[CH:7][CH:8]=1.NN. Product: [F:29][C:2]([F:1])([F:30])[C:3]1[CH:4]=[C:5]([S:9]([CH:12]([C@H:14]2[CH2:17][C@H:16]([NH2:18])[CH2:15]2)[CH3:13])(=[O:10])=[O:11])[CH:6]=[CH:7][CH:8]=1. The catalyst class is: 14.